Dataset: Reaction yield outcomes from USPTO patents with 853,638 reactions. Task: Predict the reaction yield, written as a fraction of the theoretical maximum amount of product (1.0 means a 100% yield; for example, 0.34 means a 34% yield). The reactants are [CH3:1][O:2][C:3]([C@@H:5]([N:13]1[CH2:21][C:17]2[CH:18]=[CH:19][S:20][C:16]=2[CH2:15][CH2:14]1)[C:6]1[CH:7]=[CH:8][CH:9]=[CH:10][C:11]=1[Cl:12])=[O:4].[S:22](=[O:26])(=[O:25])([OH:24])[OH:23]. The catalyst is C(OCC)(=O)C. The product is [CH3:1][O:2][C:3]([C@@H:5]([N:13]1[CH2:21][C:17]2[CH:18]=[CH:19][S:20][C:16]=2[CH2:15][CH2:14]1)[C:6]1[C:11]([Cl:12])=[CH:10][CH:9]=[CH:8][CH:7]=1)=[O:4].[OH:25][S:22]([OH:26])(=[O:24])=[O:23]. The yield is 0.660.